From a dataset of Forward reaction prediction with 1.9M reactions from USPTO patents (1976-2016). Predict the product of the given reaction. (1) Given the reactants FC(F)(F)C(O)=O.[NH2:8][C:9]([C:11]1[CH:16]=[CH:15][C:14]([NH:17][C:18]([CH:20]2[CH2:25][CH2:24][CH:23]([NH:26]C(=O)OC(C)(C)C)[CH2:22][CH2:21]2)=[O:19])=[CH:13][CH:12]=1)=[O:10], predict the reaction product. The product is: [NH2:26][CH:23]1[CH2:24][CH2:25][CH:20]([C:18]([NH:17][C:14]2[CH:13]=[CH:12][C:11]([C:9]([NH2:8])=[O:10])=[CH:16][CH:15]=2)=[O:19])[CH2:21][CH2:22]1. (2) Given the reactants [F:1][C:2]1[CH:3]=[CH:4][C:5]([O:19][CH2:20][C:21]([OH:23])=O)=[C:6]([C:8]2[CH:13]=[CH:12][CH:11]=[CH:10][C:9]=2[O:14][C:15]([F:18])([F:17])[F:16])[CH:7]=1.[CH:24]([NH:27][NH:28][C:29]([C:31]1[CH:35]=[CH:34][O:33][CH:32]=1)=[O:30])([CH3:26])[CH3:25].C(NC(C)C)(C)C.C1CN([P+](Br)(N2CCCC2)N2CCCC2)CC1.F[P-](F)(F)(F)(F)F, predict the reaction product. The product is: [F:1][C:2]1[CH:3]=[CH:4][C:5]([O:19][CH2:20][C:21]([N:27]([CH:24]([CH3:26])[CH3:25])[NH:28][C:29]([C:31]2[CH:35]=[CH:34][O:33][CH:32]=2)=[O:30])=[O:23])=[C:6]([C:8]2[CH:13]=[CH:12][CH:11]=[CH:10][C:9]=2[O:14][C:15]([F:16])([F:18])[F:17])[CH:7]=1. (3) Given the reactants [CH2:1]([C@H:3]1[CH2:7][N:6](C(OCC2C=CC=CC=2)=O)[CH2:5][C@H:4]1[OH:18])[CH3:2], predict the reaction product. The product is: [NH3:6].[CH2:1]([C@H:3]1[CH2:7][NH:6][CH2:5][C@H:4]1[OH:18])[CH3:2]. (4) Given the reactants CC([O-])(C)C.[K+].Cl[C:8]1[CH:9]=[CH:10][C:11]2[N:18]3[CH2:19][C@H:14]([CH2:15][CH2:16][CH2:17]3)[NH:13][C:12]=2[N:20]=1.[F:21][C:22]([F:30])([F:29])[CH:23]1[CH2:28][CH2:27][CH2:26][NH:25][CH2:24]1, predict the reaction product. The product is: [F:21][C:22]([F:30])([F:29])[CH:23]1[CH2:28][CH2:27][CH2:26][N:25]([C:8]2[CH:9]=[CH:10][C:11]3[N:18]4[CH2:19][C@H:14]([CH2:15][CH2:16][CH2:17]4)[NH:13][C:12]=3[N:20]=2)[CH2:24]1. (5) Given the reactants [F:1][C:2]([F:32])([F:31])[CH2:3][O:4][C:5]1[CH:6]=[C:7]([C:15]2[CH:20]=[C:19]([C:21]([F:24])([F:23])[F:22])[N:18]3[N:25]=[CH:26][C:27]([C:28](O)=[O:29])=[C:17]3[N:16]=2)[CH:8]=[CH:9][C:10]=1[C:11]([F:14])([F:13])[F:12].[S:33]([C:37]1[CH:38]=[C:39]([NH2:43])[CH:40]=[CH:41][CH:42]=1)(=[O:36])(=[O:35])[NH2:34], predict the reaction product. The product is: [S:33]([C:37]1[CH:38]=[C:39]([NH:43][C:28]([C:27]2[CH:26]=[N:25][N:18]3[C:19]([C:21]([F:22])([F:24])[F:23])=[CH:20][C:15]([C:7]4[CH:8]=[CH:9][C:10]([C:11]([F:14])([F:13])[F:12])=[C:5]([O:4][CH2:3][C:2]([F:32])([F:31])[F:1])[CH:6]=4)=[N:16][C:17]=23)=[O:29])[CH:40]=[CH:41][CH:42]=1)(=[O:35])(=[O:36])[NH2:34]. (6) The product is: [CH3:1][N:2]1[C:11]2[C:6](=[CH:7][C:8]([C:18]3[CH:23]=[CH:22][CH:21]=[CH:20][CH:19]=3)=[C:9]([C:12]3[CH:17]=[CH:16][CH:15]=[CH:14][CH:13]=3)[N:10]=2)[CH2:5][CH2:4][CH:3]1[CH2:24][CH2:25][CH2:26][CH2:27][CH2:28][C:29]([OH:31])=[O:30]. Given the reactants [CH3:1][N:2]1[C:11]2[C:6](=[CH:7][C:8]([C:18]3[CH:23]=[CH:22][CH:21]=[CH:20][CH:19]=3)=[C:9]([C:12]3[CH:17]=[CH:16][CH:15]=[CH:14][CH:13]=3)[N:10]=2)[CH2:5][CH2:4][CH:3]1[CH2:24][CH2:25][CH2:26][CH2:27][CH2:28][C:29]([O:31]C)=[O:30].[OH-].[Li+].Cl, predict the reaction product.